From a dataset of Full USPTO retrosynthesis dataset with 1.9M reactions from patents (1976-2016). Predict the reactants needed to synthesize the given product. (1) Given the product [CH3:1][C:2]1([CH3:14])[CH2:3][CH2:4][N:5]([C:8]2[CH:13]=[CH:12][CH:11]=[CH:10][CH:9]=2)[CH:6]=[C:7]1[C:22](=[O:25])[CH2:23][CH3:24], predict the reactants needed to synthesize it. The reactants are: [CH3:1][C:2]1([CH3:14])[CH:7]=[CH:6][N:5]([C:8]2[CH:13]=[CH:12][CH:11]=[CH:10][CH:9]=2)[CH2:4][CH2:3]1.C(N(CC)CC)C.[C:22](Cl)(=[O:25])[CH2:23][CH3:24]. (2) Given the product [Cl:1][C:2]1[CH:3]=[C:4]([CH:22]=[CH:23][C:24]=1[Cl:25])[O:5][CH:6]1[CH2:7][CH2:8][N:9]([CH2:12][CH:13]2[CH2:14][CH2:15][N:16]([CH2:19][CH2:20][NH2:21])[CH2:17][CH2:18]2)[CH2:10][CH2:11]1, predict the reactants needed to synthesize it. The reactants are: [Cl:1][C:2]1[CH:3]=[C:4]([CH:22]=[CH:23][C:24]=1[Cl:25])[O:5][CH:6]1[CH2:11][CH2:10][N:9]([CH2:12][CH:13]2[CH2:18][CH2:17][N:16]([CH2:19][C:20]#[N:21])[CH2:15][CH2:14]2)[CH2:8][CH2:7]1.[BH4-].[Na+].[OH-].[Na+]. (3) Given the product [CH:23]1[C:24]2[C:19](=[CH:18][CH:17]=[CH:16][CH:15]=2)[CH:20]=[CH:21][C:22]=1[C:2]1[N:3]=[CH:4][N:5]([CH2:7][O:8][CH2:9][CH2:10][Si:11]([CH3:14])([CH3:13])[CH3:12])[CH:6]=1, predict the reactants needed to synthesize it. The reactants are: Br[C:2]1[N:3]=[CH:4][N:5]([CH2:7][O:8][CH2:9][CH2:10][Si:11]([CH3:14])([CH3:13])[CH3:12])[CH:6]=1.[CH:15]1[C:24]2[C:19](=[CH:20][CH:21]=[CH:22][CH:23]=2)[CH:18]=[CH:17][C:16]=1B(O)O. (4) Given the product [Cl:38][C:39]1[C:40]([C:49]([F:51])([F:50])[F:52])=[N:41][N:42]([CH2:45][C:46]([N:35]2[CH2:36][CH2:37][N:32]([C:28]3[CH:29]=[CH:30][CH:31]=[C:26]([Cl:25])[CH:27]=3)[CH2:33][CH2:34]2)=[O:47])[C:43]=1[CH3:44], predict the reactants needed to synthesize it. The reactants are: CN(C(ON1N=NC2C=CC=NC1=2)=[N+](C)C)C.F[P-](F)(F)(F)(F)F.[Cl:25][C:26]1[CH:27]=[C:28]([N:32]2[CH2:37][CH2:36][NH:35][CH2:34][CH2:33]2)[CH:29]=[CH:30][CH:31]=1.[Cl:38][C:39]1[C:40]([C:49]([F:52])([F:51])[F:50])=[N:41][N:42]([CH2:45][C:46](O)=[O:47])[C:43]=1[CH3:44]. (5) Given the product [I:15][CH2:6][C:5]1([C:7]2[CH:8]=[C:9]([CH:12]=[CH:13][CH:14]=2)[C:10]#[N:11])[CH2:4][CH2:3][CH2:2][O:1]1, predict the reactants needed to synthesize it. The reactants are: [OH:1][CH2:2][CH2:3][CH2:4][C:5]([C:7]1[CH:8]=[C:9]([CH:12]=[CH:13][CH:14]=1)[C:10]#[N:11])=[CH2:6].[I:15]N1C(=O)CCC1=O. (6) Given the product [CH3:20][C:21]1[CH:27]=[CH:26][CH:25]=[CH:24][C:22]=1[NH:23][C:15](=[O:17])[CH2:14][C:9]1[NH:10][C:11](=[O:13])[CH:12]=[C:7]([N:1]2[CH2:2][CH2:3][O:4][CH2:5][CH2:6]2)[N:8]=1, predict the reactants needed to synthesize it. The reactants are: [N:1]1([C:7]2[N:8]=[C:9]([CH2:14][C:15]([O:17]CC)=O)[NH:10][C:11](=[O:13])[CH:12]=2)[CH2:6][CH2:5][O:4][CH2:3][CH2:2]1.[CH3:20][C:21]1[CH:27]=[CH:26][CH:25]=[CH:24][C:22]=1[NH2:23]. (7) Given the product [CH3:53][O:54][CH2:55][C@H:56]([CH3:59])[CH2:57][O:58][CH2:2][C:3]1[CH:8]=[CH:7][C:6]([C@H:9]2[C@H:14]([O:15][Si:16]([CH:23]([CH3:25])[CH3:24])([CH:20]([CH3:22])[CH3:21])[CH:17]([CH3:19])[CH3:18])[CH2:13][NH:12][CH2:11][C@@H:10]2[O:26][CH:27]([C:38]2[CH:39]=[CH:40][C:41]3[O:46][CH2:45][CH2:44][N:43]([CH2:47][CH2:48][CH2:49][O:50][CH3:51])[C:42]=3[CH:52]=2)[S:28]([C:31]2[CH:36]=[CH:35][C:34]([CH3:37])=[CH:33][CH:32]=2)(=[O:30])=[O:29])=[CH:5][CH:4]=1, predict the reactants needed to synthesize it. The reactants are: Cl[CH2:2][C:3]1[CH:8]=[CH:7][C:6]([C@H:9]2[C@H:14]([O:15][Si:16]([CH:23]([CH3:25])[CH3:24])([CH:20]([CH3:22])[CH3:21])[CH:17]([CH3:19])[CH3:18])[CH2:13][NH:12][CH2:11][C@@H:10]2[O:26][CH:27]([C:38]2[CH:39]=[CH:40][C:41]3[O:46][CH2:45][CH2:44][N:43]([CH2:47][CH2:48][CH2:49][O:50][CH3:51])[C:42]=3[CH:52]=2)[S:28]([C:31]2[CH:36]=[CH:35][C:34]([CH3:37])=[CH:33][CH:32]=2)(=[O:30])=[O:29])=[CH:5][CH:4]=1.[CH3:53][O:54][CH2:55][C@H:56]([CH3:59])[CH2:57][OH:58].